From a dataset of Forward reaction prediction with 1.9M reactions from USPTO patents (1976-2016). Predict the product of the given reaction. (1) The product is: [N+:12]([C:4]1[CH:5]=[C:6]([CH:10]=[CH:11][CH:3]=1)[C:7]([OH:9])=[O:8])([O-:14])=[O:13]. Given the reactants NC[C:3]1[CH:11]=[CH:10][C:6]([C:7]([OH:9])=[O:8])=[CH:5][C:4]=1[N+:12]([O-:14])=[O:13].ClC(OCC1C2C=CC=CC=2C2C1=CC=CC=2)=O, predict the reaction product. (2) Given the reactants [H-].[Na+].[Br:3][C:4]1[CH:16]=[CH:15][C:7]([CH2:8][N:9]2[CH2:14][CH2:13][CH2:12][CH2:11][CH2:10]2)=[C:6](F)[CH:5]=1.C(NC([O:23][CH2:24][CH3:25])=O)C, predict the reaction product. The product is: [Br:3][C:4]1[CH:16]=[CH:15][C:7]([CH2:8][N:9]2[CH2:14][CH2:13][CH2:12][CH2:11][CH2:10]2)=[C:6]([O:23][CH2:24][CH3:25])[CH:5]=1.